Predict which catalyst facilitates the given reaction. From a dataset of Catalyst prediction with 721,799 reactions and 888 catalyst types from USPTO. Reactant: FC(F)(F)C(O)=O.[CH3:8][C:9]1[N:10]=[C:11]2[C:16]([O:17]CC3C=CC(OC)=CC=3)=[CH:15][C:14]([N:27]3[CH2:32][CH2:31][O:30][CH2:29][C:28]3=[O:33])=[CH:13][N:12]2[C:34]=1[CH3:35]. Product: [OH:17][C:16]1[C:11]2[N:12]([C:34]([CH3:35])=[C:9]([CH3:8])[N:10]=2)[CH:13]=[C:14]([N:27]2[CH2:32][CH2:31][O:30][CH2:29][C:28]2=[O:33])[CH:15]=1. The catalyst class is: 4.